Dataset: Forward reaction prediction with 1.9M reactions from USPTO patents (1976-2016). Task: Predict the product of the given reaction. (1) Given the reactants C(N(CC)CC)C.[N:8]1[CH:13]=[CH:12][CH:11]=[CH:10][C:9]=1[NH2:14].[Br:15][C:16]1[CH:17]=[CH:18][C:19]([O:25][CH2:26][C:27]2[CH:32]=[CH:31][CH:30]=[CH:29][CH:28]=2)=[C:20]([CH:24]=1)[C:21](O)=[O:22].C(Cl)CCl.C1C=CC2N(O)N=NC=2C=1, predict the reaction product. The product is: [Br:15][C:16]1[CH:17]=[CH:18][C:19]([O:25][CH2:26][C:27]2[CH:28]=[CH:29][CH:30]=[CH:31][CH:32]=2)=[C:20]([CH:24]=1)[C:21]([NH:14][C:9]1[CH:10]=[CH:11][CH:12]=[CH:13][N:8]=1)=[O:22]. (2) Given the reactants [Cl:1][C:2]1[CH:7]=[CH:6][C:5]([C:8]([C:10]2[C:11]([Cl:16])=[N:12][CH:13]=[CH:14][CH:15]=2)=[O:9])=[CH:4][CH:3]=1.[BH4-].[Na+], predict the reaction product. The product is: [Cl:1][C:2]1[CH:3]=[CH:4][C:5]([CH:8]([C:10]2[C:11]([Cl:16])=[N:12][CH:13]=[CH:14][CH:15]=2)[OH:9])=[CH:6][CH:7]=1. (3) Given the reactants [Br:1][C:2]1[CH:8]=[CH:7][C:5]([NH2:6])=[CH:4][CH:3]=1.[I:9]I.OO, predict the reaction product. The product is: [Br:1][C:2]1[CH:8]=[CH:7][C:5]([NH2:6])=[C:4]([I:9])[CH:3]=1. (4) Given the reactants C(N(CC)CC)C.[CH3:8][O:9][C:10]1[N:11]=[CH:12][C:13]2[CH:19]=[C:18]([C:20]([OH:22])=O)[C:17](=[O:23])[NH:16][C:14]=2[N:15]=1.CN(C(ON1N=NC2C=CC=NC1=2)=[N+](C)C)C.F[P-](F)(F)(F)(F)F.[CH2:48]([O:55][C:56](=[O:65])[C:57]1[CH:62]=[CH:61][C:60]([CH3:63])=[C:59]([NH2:64])[CH:58]=1)[C:49]1[CH:54]=[CH:53][CH:52]=[CH:51][CH:50]=1.C(=O)(O)[O-].[Na+], predict the reaction product. The product is: [CH2:48]([O:55][C:56](=[O:65])[C:57]1[CH:62]=[CH:61][C:60]([CH3:63])=[C:59]([NH:64][C:20]([C:18]2[C:17](=[O:23])[NH:16][C:14]3[N:15]=[C:10]([O:9][CH3:8])[N:11]=[CH:12][C:13]=3[CH:19]=2)=[O:22])[CH:58]=1)[C:49]1[CH:54]=[CH:53][CH:52]=[CH:51][CH:50]=1.